From a dataset of Peptide-MHC class I binding affinity with 185,985 pairs from IEDB/IMGT. Regression. Given a peptide amino acid sequence and an MHC pseudo amino acid sequence, predict their binding affinity value. This is MHC class I binding data. (1) The peptide sequence is WHQARFEEL. The MHC is HLA-A26:02 with pseudo-sequence HLA-A26:02. The binding affinity (normalized) is 0.0847. (2) The peptide sequence is RTLLSRVY. The MHC is Mamu-A02 with pseudo-sequence Mamu-A02. The binding affinity (normalized) is 0.878.